This data is from Forward reaction prediction with 1.9M reactions from USPTO patents (1976-2016). The task is: Predict the product of the given reaction. (1) The product is: [C:23]([NH:27][C:20]([C:11]1[CH:10]=[C:9]([C:6]2[CH:7]=[N:8][C:3]([O:2][CH3:1])=[CH:4][CH:5]=2)[N:13]([C:14]2[CH:15]=[N:16][CH:17]=[CH:18][CH:19]=2)[N:12]=1)=[O:22])([CH3:26])([CH3:25])[CH3:24]. Given the reactants [CH3:1][O:2][C:3]1[N:8]=[CH:7][C:6]([C:9]2[N:13]([C:14]3[CH:15]=[N:16][CH:17]=[CH:18][CH:19]=3)[N:12]=[C:11]([C:20]([OH:22])=O)[CH:10]=2)=[CH:5][CH:4]=1.[C:23]([NH2:27])([CH3:26])([CH3:25])[CH3:24], predict the reaction product. (2) Given the reactants [CH3:1][C:2]12[CH2:12][C:6]3([O:13][CH2:14][CH2:15][NH:16][CH3:17])[CH2:7][C:8]([CH3:11])([CH2:10][C:4]([CH2:18][N:19]4[C:23]([CH3:24])=[C:22]([I:25])[CH:21]=[N:20]4)([CH2:5]3)[CH2:3]1)[CH2:9]2.[CH3:38][C:37]([O:36][C:34](O[C:34]([O:36][C:37]([CH3:40])([CH3:39])[CH3:38])=[O:35])=[O:35])([CH3:40])[CH3:39], predict the reaction product. The product is: [C:37]([O:36][C:34](=[O:35])[N:16]([CH2:15][CH2:14][O:13][C:6]12[CH2:7][C:8]3([CH3:11])[CH2:9][C:2]([CH3:1])([CH2:3][C:4]([CH2:18][N:19]4[C:23]([CH3:24])=[C:22]([I:25])[CH:21]=[N:20]4)([CH2:10]3)[CH2:5]1)[CH2:12]2)[CH3:17])([CH3:38])([CH3:39])[CH3:40]. (3) Given the reactants [Cl:1][C:2]1[CH:7]=[CH:6][CH:5]=[CH:4][C:3]=1[C:8]1[C:14]2[CH:15]=[C:16]([C:21]#[N:22])[C:17]([O:19][CH3:20])=[CH:18][C:13]=2[NH:12][C:11](=S)[CH2:10][N:9]=1.CO[C:26](OC)([N:28](C)C)[CH3:27].[NH2:33]N, predict the reaction product. The product is: [Cl:1][C:2]1[CH:7]=[CH:6][CH:5]=[CH:4][C:3]=1[C:8]1[C:14]2[CH:15]=[C:16]([C:21]#[N:22])[C:17]([O:19][CH3:20])=[CH:18][C:13]=2[N:12]=[C:11]2[NH:33][NH:28][C:26]([CH3:27])=[C:10]2[N:9]=1.